This data is from NCI-60 drug combinations with 297,098 pairs across 59 cell lines. The task is: Regression. Given two drug SMILES strings and cell line genomic features, predict the synergy score measuring deviation from expected non-interaction effect. (1) Drug 1: C1=CC(=CC=C1CC(C(=O)O)N)N(CCCl)CCCl.Cl. Drug 2: CC1=C(N=C(N=C1N)C(CC(=O)N)NCC(C(=O)N)N)C(=O)NC(C(C2=CN=CN2)OC3C(C(C(C(O3)CO)O)O)OC4C(C(C(C(O4)CO)O)OC(=O)N)O)C(=O)NC(C)C(C(C)C(=O)NC(C(C)O)C(=O)NCCC5=NC(=CS5)C6=NC(=CS6)C(=O)NCCC[S+](C)C)O. Cell line: COLO 205. Synergy scores: CSS=20.9, Synergy_ZIP=2.11, Synergy_Bliss=2.60, Synergy_Loewe=-16.1, Synergy_HSA=-2.54. (2) Drug 1: C1=CC(=CC=C1C#N)C(C2=CC=C(C=C2)C#N)N3C=NC=N3. Drug 2: CC1C(C(CC(O1)OC2CC(CC3=C2C(=C4C(=C3O)C(=O)C5=C(C4=O)C(=CC=C5)OC)O)(C(=O)CO)O)N)O.Cl. Cell line: NCI-H322M. Synergy scores: CSS=21.4, Synergy_ZIP=-2.16, Synergy_Bliss=-4.57, Synergy_Loewe=-2.23, Synergy_HSA=-3.19. (3) Drug 1: CCC(=C(C1=CC=CC=C1)C2=CC=C(C=C2)OCCN(C)C)C3=CC=CC=C3.C(C(=O)O)C(CC(=O)O)(C(=O)O)O. Drug 2: CC(C)NC(=O)C1=CC=C(C=C1)CNNC.Cl. Cell line: UACC-257. Synergy scores: CSS=0.680, Synergy_ZIP=2.28, Synergy_Bliss=4.24, Synergy_Loewe=-21.2, Synergy_HSA=-1.02. (4) Drug 1: CC1=C(C=C(C=C1)NC2=NC=CC(=N2)N(C)C3=CC4=NN(C(=C4C=C3)C)C)S(=O)(=O)N.Cl. Drug 2: CC1=C(C(CCC1)(C)C)C=CC(=CC=CC(=CC(=O)O)C)C. Cell line: UACC-257. Synergy scores: CSS=7.99, Synergy_ZIP=1.66, Synergy_Bliss=6.35, Synergy_Loewe=4.33, Synergy_HSA=4.44. (5) Drug 1: C1=CC=C(C(=C1)C(C2=CC=C(C=C2)Cl)C(Cl)Cl)Cl. Drug 2: CCN(CC)CCCC(C)NC1=C2C=C(C=CC2=NC3=C1C=CC(=C3)Cl)OC. Cell line: OVCAR3. Synergy scores: CSS=21.9, Synergy_ZIP=-6.30, Synergy_Bliss=0.868, Synergy_Loewe=-6.63, Synergy_HSA=-1.65. (6) Drug 1: CS(=O)(=O)OCCCCOS(=O)(=O)C. Drug 2: N.N.Cl[Pt+2]Cl. Cell line: OVCAR-4. Synergy scores: CSS=18.4, Synergy_ZIP=-0.0664, Synergy_Bliss=-1.49, Synergy_Loewe=-41.6, Synergy_HSA=-1.19.